Predict the reaction yield, written as a fraction of the theoretical maximum amount of product (1.0 means a 100% yield; for example, 0.34 means a 34% yield). From a dataset of Reaction yield outcomes from USPTO patents with 853,638 reactions. (1) The reactants are [OH:1][CH2:2][CH2:3][O:4][C@@H:5]1[CH2:10][CH2:9][C@H:8]([N:11]2[C:16](=[O:17])[C:15]([CH2:18][C:19]3[CH:24]=[CH:23][C:22]([C:25]4[C:26]([C:31]#[N:32])=[CH:27][CH:28]=[CH:29][CH:30]=4)=[CH:21][CH:20]=3)=[C:14]([CH2:33][CH2:34][CH3:35])[N:13]3[N:36]=[CH:37][N:38]=[C:12]23)[CH2:7][CH2:6]1.FC(F)(F)S(O[Si](C(C)(C)C)(C)C)(=O)=O.[N:54]1C(C)=CC=CC=1C.[Cl-].O[NH3+].[C:65](=[O:68])([O-])[OH:66].[Na+]. The catalyst is C(OCC)(=O)C.CS(C)=O.O1CCCC1. The product is [OH:1][CH2:2][CH2:3][O:4][C@@H:5]1[CH2:10][CH2:9][C@H:8]([N:11]2[C:16](=[O:17])[C:15]([CH2:18][C:19]3[CH:24]=[CH:23][C:22]([C:25]4[CH:30]=[CH:29][CH:28]=[CH:27][C:26]=4[C:31]4[NH:54][C:65](=[O:68])[O:66][N:32]=4)=[CH:21][CH:20]=3)=[C:14]([CH2:33][CH2:34][CH3:35])[N:13]3[N:36]=[CH:37][N:38]=[C:12]23)[CH2:7][CH2:6]1. The yield is 0.340. (2) The reactants are [F:1][C:2]([F:23])([F:22])[C:3]1[CH:4]=[C:5]([NH:9][C:10]2[O:14][C:13]([C:15]3[CH:20]=[CH:19][C:18]([OH:21])=[CH:17][CH:16]=3)=[N:12][N:11]=2)[CH:6]=[CH:7][CH:8]=1.C[Si]([N-][Si](C)(C)C)(C)C.[K+].Cl[C:35]1[N:40]=[C:39]([NH2:41])[N:38]=[C:37]([NH2:42])[CH:36]=1.C([O-])([O-])=O.[K+].[K+]. The catalyst is CN(C=O)C.CO. The product is [F:23][C:2]([F:22])([F:1])[C:3]1[CH:4]=[C:5]([NH:9][C:10]2[O:14][C:13]([C:15]3[CH:20]=[CH:19][C:18]([O:21][C:35]4[N:40]=[C:39]([NH2:41])[N:38]=[C:37]([NH2:42])[CH:36]=4)=[CH:17][CH:16]=3)=[N:12][N:11]=2)[CH:6]=[CH:7][CH:8]=1. The yield is 0.377. (3) The reactants are Cl[C:2]1[C:7]([CH:8]=[O:9])=[C:6]([N:10]2[C:22](=[O:23])[C:14]3=[CH:15][N:16]4[C:21]([CH2:20][CH2:19][CH2:18][CH2:17]4)=[C:13]3[CH:12]=[N:11]2)[N:5]=[CH:4][CH:3]=1.[CH3:24][N:25]1[CH:30]=[C:29](B2OC(C)(C)C(C)(C)O2)[CH:28]=[C:27]([NH:40][C:41]2[CH:46]=[CH:45][C:44]([N:47]3[CH2:52][CH2:51][N:50]([CH:53]4[CH2:56][O:55][CH2:54]4)[CH2:49][C@@H:48]3[CH3:57])=[CH:43][N:42]=2)[C:26]1=[O:58].C([O-])(=O)C.[Na+].[O-]P([O-])([O-])=O.[K+].[K+].[K+]. The catalyst is C1C=CC(P(C2C=CC=CC=2)[C-]2C=CC=C2)=CC=1.C1C=CC(P(C2C=CC=CC=2)[C-]2C=CC=C2)=CC=1.Cl[Pd]Cl.[Fe+2].O.C(#N)C. The product is [CH3:24][N:25]1[C:26](=[O:58])[C:27]([NH:40][C:41]2[CH:46]=[CH:45][C:44]([N:47]3[CH2:52][CH2:51][N:50]([CH:53]4[CH2:54][O:55][CH2:56]4)[CH2:49][C@@H:48]3[CH3:57])=[CH:43][N:42]=2)=[CH:28][C:29]([C:2]2[C:7]([CH:8]=[O:9])=[C:6]([N:10]3[C:22](=[O:23])[C:14]4=[CH:15][N:16]5[C:21]([CH2:20][CH2:19][CH2:18][CH2:17]5)=[C:13]4[CH:12]=[N:11]3)[N:5]=[CH:4][CH:3]=2)=[CH:30]1. The yield is 0.440. (4) The reactants are Br.C[O:3][C:4]1[CH:5]=[C:6]([N:12]2[C:16](=[O:17])[CH2:15][S:14][C:13]2=[S:18])[CH:7]=[CH:8][C:9]=1[O:10]C.O. The catalyst is C(O)(=O)C. The product is [OH:3][C:4]1[CH:5]=[C:6]([N:12]2[C:16](=[O:17])[CH2:15][S:14][C:13]2=[S:18])[CH:7]=[CH:8][C:9]=1[OH:10]. The yield is 0.503.